Dataset: Forward reaction prediction with 1.9M reactions from USPTO patents (1976-2016). Task: Predict the product of the given reaction. (1) Given the reactants [O:1]1[CH2:4][CH:3]([OH:5])[CH2:2]1.Cl[C:7]1[C:16]2[C:11](=[CH:12][C:13]([O:22][CH3:23])=[C:14]([O:17][CH2:18][CH2:19][O:20][CH3:21])[CH:15]=2)[CH:10]=[C:9]([NH:24][C:25]2[CH:29]=[C:28]([CH3:30])[NH:27][N:26]=2)[N:8]=1, predict the reaction product. The product is: [CH3:23][O:22][C:13]1[CH:12]=[C:11]2[C:16](=[CH:15][C:14]=1[O:17][CH2:18][CH2:19][O:20][CH3:21])[C:7]([O:5][CH:3]1[CH2:4][O:1][CH2:2]1)=[N:8][C:9]([NH:24][C:25]1[CH:29]=[C:28]([CH3:30])[NH:27][N:26]=1)=[CH:10]2. (2) Given the reactants [F:1][C:2]1[CH:7]=[C:6]([F:8])[CH:5]=[CH:4][C:3]=1[OH:9].C1(C)C=CC=CC=1.C(N(CC)CC)C.[CH3:24][S:25](Cl)(=[O:27])=[O:26], predict the reaction product. The product is: [CH3:24][S:25]([O:9][C:3]1[CH:4]=[CH:5][C:6]([F:8])=[CH:7][C:2]=1[F:1])(=[O:27])=[O:26]. (3) The product is: [F:13][C:4]1[CH:5]=[C:6]([C:8]2([O:12][CH3:27])[CH2:11][O:10][CH2:9]2)[CH:7]=[C:2]([F:1])[C:3]=1[C:14]1[N:19]=[C:18]([C:20]([O:22][CH3:23])=[O:21])[CH:17]=[CH:16][C:15]=1[F:24]. Given the reactants [F:1][C:2]1[CH:7]=[C:6]([C:8]2([OH:12])[CH2:11][O:10][CH2:9]2)[CH:5]=[C:4]([F:13])[C:3]=1[C:14]1[N:19]=[C:18]([C:20]([O:22][CH3:23])=[O:21])[CH:17]=[CH:16][C:15]=1[F:24].[H-].[Na+].[CH3:27]I, predict the reaction product. (4) Given the reactants [CH2:1]([O:8][C:9]1[C:10]([CH3:27])=[C:11]([CH:15](OC)[C:16]2[C:24]3[C:19](=[N:20][CH:21]=[CH:22][CH:23]=3)[NH:18][CH:17]=2)[CH:12]=[CH:13][CH:14]=1)[C:2]1[CH:7]=[CH:6][CH:5]=[CH:4][CH:3]=1.FC(F)(F)C(O)=O.C([SiH](CC)CC)C, predict the reaction product. The product is: [CH2:1]([O:8][C:9]1[C:10]([CH3:27])=[C:11]([CH:12]=[CH:13][CH:14]=1)[CH2:15][C:16]1[C:24]2[C:19](=[N:20][CH:21]=[CH:22][CH:23]=2)[NH:18][CH:17]=1)[C:2]1[CH:3]=[CH:4][CH:5]=[CH:6][CH:7]=1. (5) The product is: [Br:1][C:2]1[CH:10]=[CH:9][C:5]2[N:6]([C:14]3[S:13][C:12]([C:18]([O:20][CH3:21])=[O:19])=[C:16]([O:17][Si:32]([C:28]([CH3:31])([CH3:30])[CH3:29])([CH3:34])[CH3:33])[CH:15]=3)[CH:7]=[N:8][C:4]=2[CH:3]=1. Given the reactants [Br:1][C:2]1[CH:10]=[CH:9][C:5]2[N:6]=[CH:7][NH:8][C:4]=2[CH:3]=1.Cl[C:12]1([C:18]([O:20][CH3:21])=[O:19])[C:16](=[O:17])[CH:15]=[CH:14][S:13]1.CN1C=CN=C1.[C:28]([Si:32](Cl)([CH3:34])[CH3:33])([CH3:31])([CH3:30])[CH3:29], predict the reaction product. (6) Given the reactants [CH3:1][C:2]1[N:7]=[C:6]2[S:8][C:9]3[CH2:14][CH2:13][CH2:12][CH2:11][C:10]=3[C:5]2=[C:4]([C:15]2[CH:20]=[CH:19][C:18]([CH3:21])=[CH:17][CH:16]=2)[C:3]=1[CH2:22][C:23]([O:25][CH3:26])=[O:24].[Li+].C[Si]([N-][Si](C)(C)C)(C)C.C1COCC1.Br[CH2:43][CH2:44][C:45]1[CH:50]=[CH:49][CH:48]=[CH:47][CH:46]=1, predict the reaction product. The product is: [CH3:1][C:2]1[N:7]=[C:6]2[S:8][C:9]3[CH2:14][CH2:13][CH2:12][CH2:11][C:10]=3[C:5]2=[C:4]([C:15]2[CH:16]=[CH:17][C:18]([CH3:21])=[CH:19][CH:20]=2)[C:3]=1[CH:22]([CH2:43][CH2:44][C:45]1[CH:50]=[CH:49][CH:48]=[CH:47][CH:46]=1)[C:23]([O:25][CH3:26])=[O:24].